This data is from Forward reaction prediction with 1.9M reactions from USPTO patents (1976-2016). The task is: Predict the product of the given reaction. Given the reactants Cl.Cl.[NH:3]1[C:11]2[CH2:10][C@@H:9]([C:12]([O:14][CH3:15])=[O:13])[NH:8][CH2:7][C:6]=2[N:5]=[CH:4]1.N.CO, predict the reaction product. The product is: [NH:3]1[C:11]2[CH2:10][C@@H:9]([C:12]([O:14][CH3:15])=[O:13])[NH:8][CH2:7][C:6]=2[N:5]=[CH:4]1.